This data is from Catalyst prediction with 721,799 reactions and 888 catalyst types from USPTO. The task is: Predict which catalyst facilitates the given reaction. (1) Reactant: [Br:1][C:2]1[CH:3]=[C:4]([F:9])[C:5]([Cl:8])=[N:6][CH:7]=1.[Li+].CC([N-]C(C)C)C.[C:18]([O:22][C:23](O[C:23]([O:22][C:18]([CH3:21])([CH3:20])[CH3:19])=[O:24])=[O:24])([CH3:21])([CH3:20])[CH3:19]. Product: [C:18]([O:22][C:23](=[O:24])[C:3]1[C:2]([Br:1])=[CH:7][N:6]=[C:5]([Cl:8])[C:4]=1[F:9])([CH3:21])([CH3:20])[CH3:19]. The catalyst class is: 1. (2) Reactant: C(OC([N:8]1[CH2:13][CH2:12][CH:11]([C:14]2[CH:19]=[CH:18][CH:17]=[CH:16][C:15]=2[CH2:20][OH:21])[CH2:10][CH2:9]1)=O)(C)(C)C.[ClH:22]. Product: [ClH:22].[NH:8]1[CH2:13][CH2:12][CH:11]([C:14]2[CH:19]=[CH:18][CH:17]=[CH:16][C:15]=2[CH2:20][OH:21])[CH2:10][CH2:9]1. The catalyst class is: 12. (3) Reactant: [CH3:1][O:2][C:3]1[CH:8]=[CH:7][C:6]([C:9]2[O:10][CH:11]=[C:12]([CH2:14][O:15][C:16]3[CH:21]=[CH:20][CH:19]=[CH:18][CH:17]=3)[N:13]=2)=[CH:5][CH:4]=1.[Cl:22][S:23](O)(=[O:25])=[O:24]. Product: [CH3:1][O:2][C:3]1[CH:4]=[CH:5][C:6]([C:9]2[O:10][CH:11]=[C:12]([CH2:14][O:15][C:16]3[CH:21]=[CH:20][C:19]([S:23]([Cl:22])(=[O:25])=[O:24])=[CH:18][CH:17]=3)[N:13]=2)=[CH:7][CH:8]=1. The catalyst class is: 4. (4) Reactant: [OH:1]O.[CH3:3][O:4][C:5]1[CH:10]=[N:9][CH:8]=[CH:7][N:6]=1. Product: [CH3:3][O:4][C:5]1[CH:10]=[N+:9]([O-:1])[CH:8]=[CH:7][N:6]=1. The catalyst class is: 15. (5) Reactant: [CH:1](N(C(C)C)CC)(C)C.[Cl:10][C:11]1[CH:16]=[CH:15][C:14]([S:17]([CH2:20][C:21]([OH:23])=[O:22])(=[O:19])=[O:18])=[CH:13][CH:12]=1.CI. Product: [CH3:1][O:22][C:21](=[O:23])[CH2:20][S:17]([C:14]1[CH:13]=[CH:12][C:11]([Cl:10])=[CH:16][CH:15]=1)(=[O:19])=[O:18]. The catalyst class is: 23. (6) Reactant: [Br:1][C:2]([F:17])([F:16])[O:3][C:4]1[CH:5]=[CH:6][C:7]([CH3:15])=[C:8]([CH:14]=1)[C:9]([O:11][CH2:12][CH3:13])=[O:10].[Br:18]N1C(=O)CCC1=O. Product: [Br:1][C:2]([F:16])([F:17])[O:3][C:4]1[CH:5]=[CH:6][C:7]([CH2:15][Br:18])=[C:8]([CH:14]=1)[C:9]([O:11][CH2:12][CH3:13])=[O:10]. The catalyst class is: 340. (7) Reactant: [Si:1]([O:8][CH2:9][C:10]1[N:11]=[C:12]([N:15]2[CH2:20][CH2:19][O:18][CH2:17][CH2:16]2)[S:13][CH:14]=1)([C:4]([CH3:7])([CH3:6])[CH3:5])([CH3:3])[CH3:2].[Li]CCCC.[CH3:26][C:27]([CH3:29])=[O:28]. Product: [Si:1]([O:8][CH2:9][C:10]1[N:11]=[C:12]([N:15]2[CH2:16][CH2:17][O:18][CH2:19][CH2:20]2)[S:13][C:14]=1[C:27]([OH:28])([CH3:29])[CH3:26])([C:4]([CH3:5])([CH3:6])[CH3:7])([CH3:3])[CH3:2]. The catalyst class is: 1.